This data is from Catalyst prediction with 721,799 reactions and 888 catalyst types from USPTO. The task is: Predict which catalyst facilitates the given reaction. (1) Reactant: [CH3:1][O:2][C:3]([C@H:5]1[CH:11]([C:12]2[CH:17]=[CH:16][C:15]([Sn](C)(C)C)=[CH:14][CH:13]=2)[CH2:10][C@H:9]2[N:22]([CH3:23])[C@@H:6]1[CH2:7][CH2:8]2)=[O:4].Br[C:25]1[S:26][CH:27]=[CH:28][N:29]=1. Product: [CH3:1][O:2][C:3]([C@H:5]1[C@@H:11]([C:12]2[CH:17]=[CH:16][C:15]([C:25]3[S:26][CH:27]=[CH:28][N:29]=3)=[CH:14][CH:13]=2)[CH2:10][C@H:9]2[N:22]([CH3:23])[C@@H:6]1[CH2:7][CH2:8]2)=[O:4]. The catalyst class is: 741. (2) The catalyst class is: 155. Product: [Br:21][CH2:14][C:13]([C:10]1[CH:11]=[CH:12][C:7]([O:6][C:5]2[CH:19]=[CH:20][C:2]([Cl:1])=[CH:3][CH:4]=2)=[CH:8][C:9]=1[CH2:16][CH2:17][CH3:18])=[O:15]. Reactant: [Cl:1][C:2]1[CH:20]=[CH:19][C:5]([O:6][C:7]2[CH:12]=[CH:11][C:10]([C:13](=[O:15])[CH3:14])=[C:9]([CH2:16][CH2:17][CH3:18])[CH:8]=2)=[CH:4][CH:3]=1.[Br:21]Br.